The task is: Predict the reactants needed to synthesize the given product.. This data is from Full USPTO retrosynthesis dataset with 1.9M reactions from patents (1976-2016). (1) Given the product [NH2:21][CH:18]1[CH:19]2[CH:17]1[CH2:16][N:15]([CH2:14][CH2:13][N:8]1[C:7]3[CH:29]=[C:3]([C:1]#[N:2])[CH:4]=[CH:5][C:6]=3[O:11][CH2:10][C:9]1=[O:12])[CH2:20]2, predict the reactants needed to synthesize it. The reactants are: [C:1]([C:3]1[CH:4]=[CH:5][C:6]2[O:11][CH2:10][C:9](=[O:12])[N:8]([CH2:13][CH2:14][N:15]3[CH2:20][CH:19]4[CH:17]([CH:18]4[NH:21]C(=O)OC(C)(C)C)[CH2:16]3)[C:7]=2[CH:29]=1)#[N:2].NC1CCN(CCN2C3C(=CC=C(C#N)C=3)C=CC2=O)CC1. (2) The reactants are: [F:1][C:2]1[CH:3]=[C:4]2[C:8](=[CH:9][CH:10]=1)[NH:7][CH:6]=[C:5]2[CH2:11][CH:12]([OH:14])[CH3:13].[CH3:15][Si:16]([CH3:19])([CH3:18])Cl.C[Si](C)(C)N[Si](C)(C)C. Given the product [F:1][C:2]1[CH:3]=[C:4]2[C:8](=[CH:9][CH:10]=1)[NH:7][CH:6]=[C:5]2[CH2:11][CH:12]([O:14][Si:16]([CH3:19])([CH3:18])[CH3:15])[CH3:13], predict the reactants needed to synthesize it. (3) Given the product [Br:1][C:2]1[CH:9]=[CH:8][C:7]([O:10][C:22]2[CH:29]=[CH:28][C:27]([F:30])=[CH:26][C:23]=2[C:24]#[N:25])=[CH:6][C:3]=1[CH:4]=[O:5], predict the reactants needed to synthesize it. The reactants are: [Br:1][C:2]1[CH:9]=[CH:8][C:7]([OH:10])=[CH:6][C:3]=1[CH:4]=[O:5].C(OC(OCC)OCC)C.F[C:22]1[CH:29]=[CH:28][C:27]([F:30])=[CH:26][C:23]=1[C:24]#[N:25].C(=O)([O-])[O-].[K+].[K+]. (4) Given the product [Br:1][C:2]1[CH:3]=[C:4]([CH:21]=[CH:22][CH:23]=1)[CH2:5][N:6]([CH3:20])[CH2:7][CH:8]([C:10]1[CH:19]=[CH:18][C:17]2[C:12](=[CH:13][CH:14]=[CH:15][CH:16]=2)[CH:11]=1)[OH:9], predict the reactants needed to synthesize it. The reactants are: [Br:1][C:2]1[CH:3]=[C:4]([CH:21]=[CH:22][CH:23]=1)[CH2:5][N:6]([CH3:20])[CH2:7][C:8]([C:10]1[CH:19]=[CH:18][C:17]2[C:12](=[CH:13][CH:14]=[CH:15][CH:16]=2)[CH:11]=1)=[O:9].[BH4-].[Na+]. (5) Given the product [F:28][C:29]1[CH:34]=[C:33]([S:35]([CH3:38])(=[O:37])=[O:36])[C:32]([F:39])=[CH:31][C:30]=1[O:7][C:8]1[CH:9]=[C:10]([CH:20]=[C:21]([O:23][C@@H:24]([CH3:27])[CH2:25][OH:26])[CH:22]=1)[C:11]([NH:13][C:14]1[CH:18]=[CH:17][N:16]([CH3:19])[N:15]=1)=[O:12], predict the reactants needed to synthesize it. The reactants are: C(=O)([O-])[O-].[Cs+].[Cs+].[OH:7][C:8]1[CH:9]=[C:10]([CH:20]=[C:21]([O:23][C@@H:24]([CH3:27])[CH2:25][OH:26])[CH:22]=1)[C:11]([NH:13][C:14]1[CH:18]=[CH:17][N:16]([CH3:19])[N:15]=1)=[O:12].[F:28][C:29]1[CH:34]=[C:33]([S:35]([CH3:38])(=[O:37])=[O:36])[C:32]([F:39])=[CH:31][C:30]=1F. (6) Given the product [C:16]1([NH:22][C:23](=[S:24])[NH:1][C:2]2[C:10]3[C:5](=[CH:6][CH:7]=[CH:8][CH:9]=3)[NH:4][C:3]=2[C:11]([O:13][CH2:14][CH3:15])=[O:12])[CH:21]=[CH:20][CH:19]=[CH:18][CH:17]=1, predict the reactants needed to synthesize it. The reactants are: [NH2:1][C:2]1[C:10]2[C:5](=[CH:6][CH:7]=[CH:8][CH:9]=2)[NH:4][C:3]=1[C:11]([O:13][CH2:14][CH3:15])=[O:12].[C:16]1([N:22]=[C:23]=[S:24])[CH:21]=[CH:20][CH:19]=[CH:18][CH:17]=1. (7) The reactants are: CO[C:3](OC)([CH3:5])[CH3:4].[CH2:8]([O:15][CH2:16][C:17]([CH3:24])([CH3:23])[C@@H:18]([OH:22])[CH2:19][CH2:20][OH:21])[C:9]1[CH:14]=[CH:13][CH:12]=[CH:11][CH:10]=1. Given the product [CH3:23][C:17]([C@@H:18]1[CH2:19][CH2:20][O:21][C:3]([CH3:5])([CH3:4])[O:22]1)([CH3:24])[CH2:16][O:15][CH2:8][C:9]1[CH:14]=[CH:13][CH:12]=[CH:11][CH:10]=1, predict the reactants needed to synthesize it.